The task is: Predict the reactants needed to synthesize the given product.. This data is from Full USPTO retrosynthesis dataset with 1.9M reactions from patents (1976-2016). (1) The reactants are: [C:1]1([C:7]([O:9][C@H:10]2[CH2:20][O:19][C@H:12]3[C@H:13]([OH:18])[C@H:14]([O:17][C@@H:11]23)[O:15][CH3:16])=[O:8])[CH:6]=[CH:5][CH:4]=[CH:3][CH:2]=1.[CH3:21]I. Given the product [CH3:21][O:18][C@H:13]1[C@@H:12]2[O:19][CH2:20][C@H:10]([O:9][C:7]([C:1]3[CH:2]=[CH:3][CH:4]=[CH:5][CH:6]=3)=[O:8])[C@@H:11]2[O:17][C@@H:14]1[O:15][CH3:16], predict the reactants needed to synthesize it. (2) Given the product [C:47]([C:46]([NH:45][C:57](=[O:58])[NH:40][CH2:39][CH2:38][O:37][C:34]1[CH:35]=[CH:36][C:31]([CH2:30][C:29]2[C:25]([O:24][C@@H:6]3[O:7][C@H:8]([CH2:19][OH:20])[C@@H:9]([OH:15])[C@H:10]([OH:11])[C@H:5]3[OH:4])=[N:26][NH:27][C:28]=2[CH:42]([CH3:44])[CH3:43])=[C:32]([CH3:41])[CH:33]=1)([CH3:51])[CH3:50])(=[O:48])[NH2:49], predict the reactants needed to synthesize it. The reactants are: C([O:4][C@@H:5]1[C@@H:10]([O:11]C(=O)C)[C@H:9]([O:15]C(=O)C)[C@@H:8]([CH2:19][O:20]C(=O)C)[O:7][C@H:6]1[O:24][C:25]1[C:29]([CH2:30][C:31]2[CH:36]=[CH:35][C:34]([O:37][CH2:38][CH2:39][NH2:40])=[CH:33][C:32]=2[CH3:41])=[C:28]([CH:42]([CH3:44])[CH3:43])[NH:27][N:26]=1)(=O)C.[NH2:45][C:46]([CH3:51])([CH3:50])[C:47]([NH2:49])=[O:48].NCCN1CC[O:58][CH2:57]C1. (3) Given the product [CH2:45]([O:9][C:4]1[CH:5]=[C:6]([O:8][CH2:31][C:25]2[CH:26]=[CH:27][CH:28]=[CH:29][CH:30]=2)[N:7]=[C:2]([Cl:1])[C:3]=1[CH2:10][CH3:11])[C:46]1[CH:51]=[CH:50][CH:49]=[CH:48][CH:47]=1, predict the reactants needed to synthesize it. The reactants are: [Cl:1][C:2]1[NH:7][C:6](=[O:8])[CH:5]=[C:4]([OH:9])[C:3]=1[CH2:10][CH3:11].[CH:25]1[CH:30]=[CH:29][C:28](P([C:25]2[CH:30]=[CH:29][CH:28]=[CH:27][CH:26]=2)[C:25]2[CH:30]=[CH:29][CH:28]=[CH:27][CH:26]=2)=[CH:27][CH:26]=1.[CH3:31]C(OC(/N=N/C(OC(C)C)=O)=O)C.[CH2:45](O)[C:46]1[CH:51]=[CH:50][CH:49]=[CH:48][CH:47]=1. (4) Given the product [NH2:7][C:8]([CH3:43])([CH3:42])[C:9]([N:11]1[CH2:41][CH2:40][C:14]2([N:18]([CH3:19])[CH:17]([C:20]3[CH:21]=[CH:22][C:23]([CH:26]4[CH2:27][CH2:28]4)=[CH:24][CH:25]=3)[N:16]([CH2:29][CH2:30][C:31]3[CH:32]=[CH:33][C:34]([O:37][CH3:38])=[CH:35][CH:36]=3)[C:15]2=[O:39])[CH2:13][CH2:12]1)=[O:10], predict the reactants needed to synthesize it. The reactants are: C(OC(=O)[NH:7][C:8]([CH3:43])([CH3:42])[C:9]([N:11]1[CH2:41][CH2:40][C:14]2([N:18]([CH3:19])[CH:17]([C:20]3[CH:25]=[CH:24][C:23]([CH:26]4[CH2:28][CH2:27]4)=[CH:22][CH:21]=3)[N:16]([CH2:29][CH2:30][C:31]3[CH:36]=[CH:35][C:34]([O:37][CH3:38])=[CH:33][CH:32]=3)[C:15]2=[O:39])[CH2:13][CH2:12]1)=[O:10])(C)(C)C.FC(F)(F)C(O)=O.C([O-])(O)=O.[Na+]. (5) Given the product [N:9]1([CH2:8][C:7]2[CH:6]=[CH:5][C:4]([NH2:1])=[CH:15][CH:14]=2)[CH2:13][CH2:12][CH2:11][CH2:10]1, predict the reactants needed to synthesize it. The reactants are: [N+:1]([C:4]1[CH:15]=[CH:14][C:7]([CH2:8][N:9]2[CH2:13][CH2:12][CH2:11][CH2:10]2)=[CH:6][CH:5]=1)([O-])=O. (6) Given the product [CH3:61][N:43]1[CH2:7][CH2:6][N:5]([C:8]2[CH:13]=[CH:12][C:11]([NH:14][C:15]3[N:16]=[CH:17][C:18]4[C:39](=[O:40])[N:22]5[N:23]([C:33]6[CH:38]=[CH:37][CH:36]=[CH:35][N:34]=6)[C:24]6[CH:25]=[C:26]([C:45]([NH2:46])=[O:56])[CH:27]=[CH:28][C:29]=6[C:21]5=[N:20][C:19]=4[N:41]=3)=[CH:10][CH:9]=2)[CH2:4][CH2:3]1, predict the reactants needed to synthesize it. The reactants are: CN1[CH2:7][CH2:6][N:5]([C:8]2[CH:13]=[CH:12][C:11]([NH:14][C:15]3[N:16]=[CH:17][C:18]4[C:39](=[O:40])[N:22]5[N:23]([C:33]6[CH:38]=[CH:37][CH:36]=[CH:35][N:34]=6)[C:24]6[CH:25]=[C:26](C(O)=O)[CH:27]=[CH:28][C:29]=6[C:21]5=[N:20][C:19]=4[N:41]=3)=[CH:10][CH:9]=2)[CH2:4][CH2:3]1.[Cl-].[NH4+:43].Cl.[CH3:45][N:46](C)CCCN=C=NCC.[OH2:56].ON1C2C=CC=C[C:61]=2N=N1. (7) Given the product [ClH:1].[CH3:8][N:9]1[CH2:10][CH2:11][N:12]([C:15](=[O:43])[CH2:16][CH2:17][C:18]2[CH:23]=[CH:22][CH:21]=[CH:20][C:19]=2[O:24][CH2:25][CH2:26][CH2:27][CH2:28][CH2:29][CH2:30][CH2:31][CH2:32][CH2:33][CH2:34][CH2:35][CH2:36][CH2:37][CH2:38][CH2:39][CH2:40][CH2:41][CH3:42])[CH2:13][CH2:14]1, predict the reactants needed to synthesize it. The reactants are: [ClH:1].C(OCC)(=O)C.[CH3:8][N:9]1[CH2:14][CH2:13][N:12]([C:15](=[O:43])[CH2:16][CH2:17][C:18]2[CH:23]=[CH:22][CH:21]=[CH:20][C:19]=2[O:24][CH2:25][CH2:26][CH2:27][CH2:28][CH2:29][CH2:30][CH2:31][CH2:32][CH2:33][CH2:34][CH2:35][CH2:36][CH2:37][CH2:38][CH2:39][CH2:40][CH2:41][CH3:42])[CH2:11][CH2:10]1. (8) Given the product [Cl:1][C:2]1[CH:3]=[CH:4][C:5]([O:29][CH:30]([F:32])[F:31])=[C:6]([C:8]2[C:12]([NH:13][C:14]([C:16]3[CH:17]=[N:18][N:19]4[CH:24]=[CH:23][CH:22]=[N:21][C:20]=34)=[O:15])=[CH:11][N:10]([CH2:25][C:26]([N:49]3[CH2:50][CH2:51][N:46]([CH2:45][CH:42]4[CH2:44][CH2:43]4)[CH2:47][CH2:48]3)=[O:27])[N:9]=2)[CH:7]=1, predict the reactants needed to synthesize it. The reactants are: [Cl:1][C:2]1[CH:3]=[CH:4][C:5]([O:29][CH:30]([F:32])[F:31])=[C:6]([C:8]2[C:12]([NH:13][C:14]([C:16]3[CH:17]=[N:18][N:19]4[CH:24]=[CH:23][CH:22]=[N:21][C:20]=34)=[O:15])=[CH:11][N:10]([CH2:25][C:26](O)=[O:27])[N:9]=2)[CH:7]=1.CCN(C(C)C)C(C)C.[CH:42]1([CH2:45][N:46]2[CH2:51][CH2:50][NH:49][CH2:48][CH2:47]2)[CH2:44][CH2:43]1.CN(C(ON1N=NC2C=CC=NC1=2)=[N+](C)C)C.F[P-](F)(F)(F)(F)F. (9) Given the product [Cl:18][CH:3]([C:2](=[O:1])[CH3:14])[C:4]([O:6][CH2:7][C:8]1[CH:13]=[CH:12][CH:11]=[CH:10][CH:9]=1)=[O:5], predict the reactants needed to synthesize it. The reactants are: [O:1]=[C:2]([CH3:14])[CH2:3][C:4]([O:6][CH2:7][C:8]1[CH:13]=[CH:12][CH:11]=[CH:10][CH:9]=1)=[O:5].S(Cl)([Cl:18])(=O)=O.